Dataset: Full USPTO retrosynthesis dataset with 1.9M reactions from patents (1976-2016). Task: Predict the reactants needed to synthesize the given product. Given the product [Br:10][CH2:8][C:7]([C:4]1[S:5][CH:6]=[C:2]([Br:1])[CH:3]=1)=[O:9], predict the reactants needed to synthesize it. The reactants are: [Br:1][C:2]1[CH:3]=[C:4]([C:7](=[O:9])[CH3:8])[S:5][CH:6]=1.[Br-:10].[Br-].[Br-].C([N+](CCCC)(CCCC)CCCC)CCC.C([N+](CCCC)(CCCC)CCCC)CCC.C([N+](CCCC)(CCCC)CCCC)CCC.